This data is from hERG Central: cardiac toxicity at 1µM, 10µM, and general inhibition. The task is: Predict hERG channel inhibition at various concentrations. (1) The molecule is Br.O=C(CN1C2=NCCCN2c2ccccc21)c1cccc(Br)c1. Results: hERG_inhib (hERG inhibition (general)): blocker. (2) The drug is CC(C)C(=O)N1CCN(c2ccccc2NC(=O)COc2ccccc2)CC1. Results: hERG_inhib (hERG inhibition (general)): blocker.